This data is from Full USPTO retrosynthesis dataset with 1.9M reactions from patents (1976-2016). The task is: Predict the reactants needed to synthesize the given product. (1) Given the product [C:27]([O:31][C:32](=[O:33])[N:34]([C@H:35]([C:36](=[O:37])[NH:19][C@H:16]1[C@H:17]([CH3:18])[N:11]([C:9](=[O:10])[C:8]2[CH:25]=[CH:26][C:5]([C:2](=[O:4])[CH3:3])=[CH:6][CH:7]=2)[C:12]2[CH:24]=[CH:23][CH:22]=[CH:21][C:13]=2[NH:14][C:15]1=[O:20])[CH3:39])[CH3:40])([CH3:28])([CH3:29])[CH3:30], predict the reactants needed to synthesize it. The reactants are: Cl.[C:2]([C:5]1[CH:26]=[CH:25][C:8]([C:9]([N:11]2[C@@H:17]([CH3:18])[C@H:16]([NH2:19])[C:15](=[O:20])[NH:14][C:13]3[CH:21]=[CH:22][CH:23]=[CH:24][C:12]2=3)=[O:10])=[CH:7][CH:6]=1)(=[O:4])[CH3:3].[C:27]([O:31][C:32]([N:34]([CH3:40])[C@@H:35]([CH3:39])[C:36](O)=[O:37])=[O:33])([CH3:30])([CH3:29])[CH3:28].C(N(CC)C(C)C)(C)C. (2) Given the product [CH:46]1([C:24]2[CH:23]=[C:22]([CH:27]=[C:26]([C:28]3[CH:33]=[C:32]([N:34]4[CH2:39][CH2:38][O:37][CH2:36][CH2:35]4)[N:31]4[N:40]=[CH:41][C:42]([CH:43]([CH3:45])[CH3:44])=[C:30]4[N:29]=3)[CH:25]=2)[O:21][CH2:20][CH:9]([OH:8])[CH2:10][NH:11][CH3:12])[CH2:48][CH2:47]1, predict the reactants needed to synthesize it. The reactants are: [Si]([O:8][CH:9]([CH2:20][O:21][C:22]1[CH:27]=[C:26]([C:28]2[CH:33]=[C:32]([N:34]3[CH2:39][CH2:38][O:37][CH2:36][CH2:35]3)[N:31]3[N:40]=[CH:41][C:42]([CH:43]([CH3:45])[CH3:44])=[C:30]3[N:29]=2)[CH:25]=[C:24]([CH:46]2[CH2:48][CH2:47]2)[CH:23]=1)[CH2:10][N:11](C)[C:12](=O)OC(C)(C)C)(C(C)(C)C)(C)C.Cl.C(O)=O.